From a dataset of Full USPTO retrosynthesis dataset with 1.9M reactions from patents (1976-2016). Predict the reactants needed to synthesize the given product. (1) The reactants are: [CH3:1][C:2]1([CH3:26])[C:7]2[CH:8]=[CH:9][C:10]([NH:12][C:13]([C:15]3[CH:20]=[CH:19][C:18]([C:21](O)=[O:22])=[CH:17][CH:16]=3)=[O:14])=[CH:11][C:6]=2[C:5]([CH3:25])([CH3:24])[CH2:4][CH2:3]1.C(N(CC)CC)C.ClC(OC)=O.[BH4-].[Na+].[Cl-].[NH4+]. Given the product [OH:22][CH2:21][C:18]1[CH:19]=[CH:20][C:15]([C:13]([NH:12][C:10]2[CH:9]=[CH:8][C:7]3[C:2]([CH3:26])([CH3:1])[CH2:3][CH2:4][C:5]([CH3:25])([CH3:24])[C:6]=3[CH:11]=2)=[O:14])=[CH:16][CH:17]=1, predict the reactants needed to synthesize it. (2) Given the product [I:1][C:2]1[C:10]2[C:5](=[CH:6][CH:7]=[CH:8][CH:9]=2)[N:4]([C:16]([O:15][C:12]([CH3:14])([CH3:13])[CH3:11])=[O:17])[N:3]=1, predict the reactants needed to synthesize it. The reactants are: [I:1][C:2]1[C:10]2[C:5](=[CH:6][CH:7]=[CH:8][CH:9]=2)[NH:4][N:3]=1.[CH3:11][C:12]([O:15][C:16](O[C:16]([O:15][C:12]([CH3:14])([CH3:13])[CH3:11])=[O:17])=[O:17])([CH3:14])[CH3:13].[OH-].[Na+].O.